Dataset: Forward reaction prediction with 1.9M reactions from USPTO patents (1976-2016). Task: Predict the product of the given reaction. (1) Given the reactants [CH3:1][C:2]1[CH:7]=[C:6]([CH:8]2[CH2:13][CH2:12][CH:11]([CH:14]([NH2:16])[CH3:15])[CH2:10][CH2:9]2)[CH:5]=[CH:4][N:3]=1.[Cl:17][C:18]1[CH:26]=[CH:25][C:21]([C:22](O)=[O:23])=[CH:20][CH:19]=1.C1C=CC2N(O)N=NC=2C=1.C(Cl)CCl, predict the reaction product. The product is: [Cl:17][C:18]1[CH:26]=[CH:25][C:21]([C:22]([NH:16][CH:14]([CH:11]2[CH2:12][CH2:13][CH:8]([C:6]3[CH:5]=[CH:4][N:3]=[C:2]([CH3:1])[CH:7]=3)[CH2:9][CH2:10]2)[CH3:15])=[O:23])=[CH:20][CH:19]=1. (2) Given the reactants [OH:1][C:2]([CH3:35])([CH3:34])[CH2:3][C@@:4]1([C:28]2[CH:33]=[CH:32][CH:31]=[CH:30][CH:29]=2)[O:9][C:8](=[O:10])[N:7]([C@H:11]([C:13]2[CH:18]=[CH:17][C:16](B3OC(C)(C)C(C)(C)O3)=[CH:15][CH:14]=2)[CH3:12])[CH2:6][CH2:5]1.Br[C:37]1[CH:42]=[C:41]([CH3:43])[N:40]([CH2:44][CH3:45])[C:39](=[O:46])[CH:38]=1, predict the reaction product. The product is: [CH2:44]([N:40]1[C:41]([CH3:43])=[CH:42][C:37]([C:16]2[CH:15]=[CH:14][C:13]([C@@H:11]([N:7]3[CH2:6][CH2:5][C@:4]([CH2:3][C:2]([OH:1])([CH3:34])[CH3:35])([C:28]4[CH:33]=[CH:32][CH:31]=[CH:30][CH:29]=4)[O:9][C:8]3=[O:10])[CH3:12])=[CH:18][CH:17]=2)=[CH:38][C:39]1=[O:46])[CH3:45]. (3) Given the reactants [NH2:1][C:2]1[N:7]=[CH:6][N:5]=[C:4]2[N:8]([CH:24]([C:26]3[CH:27]=[C:28]4[N:33]([C:34]=3[C:35]3[CH:40]=[CH:39][CH:38]=[CH:37][N:36]=3)[CH:32]=[CH:31][CH:30]=[CH:29]4)[CH3:25])[N:9]=[C:10]([C:11]3[S:15][C:14]([NH:16]C(=O)OC(C)(C)C)=[N:13][CH:12]=3)[C:3]=12.C(O)(C(F)(F)F)=O, predict the reaction product. The product is: [NH2:1][C:2]1[N:7]=[CH:6][N:5]=[C:4]2[N:8]([CH:24]([C:26]3[CH:27]=[C:28]4[N:33]([C:34]=3[C:35]3[CH:40]=[CH:39][CH:38]=[CH:37][N:36]=3)[CH:32]=[CH:31][CH:30]=[CH:29]4)[CH3:25])[N:9]=[C:10]([C:11]3[S:15][C:14]([NH2:16])=[N:13][CH:12]=3)[C:3]=12. (4) Given the reactants [C:12]([O:11][C:9](O[C:9]([O:11][C:12]([CH3:15])([CH3:14])[CH3:13])=[O:10])=[O:10])([CH3:15])([CH3:14])[CH3:13].[CH2:16]([NH2:19])[C:17]#[CH:18].O, predict the reaction product. The product is: [CH2:16]([NH:19][C:9](=[O:10])[O:11][C:12]([CH3:13])([CH3:14])[CH3:15])[C:17]#[CH:18]. (5) Given the reactants CN(C)/[CH:3]=[CH:4]/[C:5]([C:7]1[C:12](=[O:13])[CH:11]=[CH:10][N:9]([C:14]2[CH:19]=[CH:18][C:17]([S:20]([C:23]([F:26])([F:25])[F:24])(=[O:22])=[O:21])=[CH:16][CH:15]=2)[N:8]=1)=O.[CH:28]1[C:37]2[C:32](=[C:33]([NH:38][NH2:39])[CH:34]=[CH:35][CH:36]=2)[CH:31]=[CH:30][N:29]=1, predict the reaction product. The product is: [CH:28]1[C:37]2[C:32](=[C:33]([N:38]3[C:5]([C:7]4[C:12](=[O:13])[CH:11]=[CH:10][N:9]([C:14]5[CH:15]=[CH:16][C:17]([S:20]([C:23]([F:25])([F:24])[F:26])(=[O:22])=[O:21])=[CH:18][CH:19]=5)[N:8]=4)=[CH:4][CH:3]=[N:39]3)[CH:34]=[CH:35][CH:36]=2)[CH:31]=[CH:30][N:29]=1.